From a dataset of Reaction yield outcomes from USPTO patents with 853,638 reactions. Predict the reaction yield, written as a fraction of the theoretical maximum amount of product (1.0 means a 100% yield; for example, 0.34 means a 34% yield). The reactants are [CH2:1]([N:3]([CH:13]1[CH2:18][CH2:17][O:16][CH2:15][CH2:14]1)[C:4]1[S:8][CH:7]=[C:6]([C:9]([OH:11])=O)[C:5]=1[CH3:12])[CH3:2].C1C=NC2N(O)N=NC=2C=1.C(Cl)CCl.Cl.[NH2:34][CH2:35][C:36]1[C:37](=[O:45])[N:38]([CH3:44])[C:39]([CH3:43])=[CH:40][C:41]=1[CH3:42].CN1CCOCC1.[NH4+].[OH-]. The catalyst is CN(C=O)C.O. The product is [CH2:1]([N:3]([CH:13]1[CH2:18][CH2:17][O:16][CH2:15][CH2:14]1)[C:4]1[S:8][CH:7]=[C:6]([C:9]([NH:34][CH2:35][C:36]2[C:37](=[O:45])[N:38]([CH3:44])[C:39]([CH3:43])=[CH:40][C:41]=2[CH3:42])=[O:11])[C:5]=1[CH3:12])[CH3:2]. The yield is 0.738.